Dataset: Catalyst prediction with 721,799 reactions and 888 catalyst types from USPTO. Task: Predict which catalyst facilitates the given reaction. (1) Reactant: [NH3:1].S(O[N:13]=[C:14]([C:19]1[CH:24]=[CH:23][C:22]([CH2:25][O:26][Si:27]([C:30]([CH3:33])([CH3:32])[CH3:31])([CH3:29])[CH3:28])=[CH:21][CH:20]=1)[C:15]([F:18])([F:17])[F:16])(C1C=CC(C)=CC=1)(=O)=O. The catalyst class is: 28. Product: [C:30]([Si:27]([CH3:28])([CH3:29])[O:26][CH2:25][C:22]1[CH:23]=[CH:24][C:19]([C:14]2([C:15]([F:16])([F:18])[F:17])[NH:13][NH:1]2)=[CH:20][CH:21]=1)([CH3:32])([CH3:33])[CH3:31]. (2) Reactant: [Cl:1][C:2]1[CH:10]=[CH:9][CH:8]=[CH:7][C:3]=1[C:4]([OH:6])=[O:5].[F:11][C:12]([F:19])([F:18])[C:13]([NH:15][CH2:16]O)=[O:14]. Product: [Cl:1][C:2]1[CH:10]=[CH:9][C:8]([CH2:16][NH:15][C:13](=[O:14])[C:12]([F:19])([F:18])[F:11])=[CH:7][C:3]=1[C:4]([OH:6])=[O:5]. The catalyst class is: 82. (3) Product: [C:45]([O:44][C:42]([N:8]1[CH2:9][CH2:10][C@@H:11]1[C:12]([OH:14])=[O:13])=[O:43])([CH3:48])([CH3:47])[CH3:46]. Reactant: Cl[C@H]1CCNC1=O.[NH2:8][CH2:9][CH2:10][C@H:11](Cl)[C:12]([OH:14])=[O:13].[OH-].[Na+].O.O.O.O.O.O.O.O.[OH-].[Ba+2].[OH-].N1CC[C@@H]1C(O)=O.C(=O)([O-])[O-].[Na+].[Na+].[C:42](O[C:42]([O:44][C:45]([CH3:48])([CH3:47])[CH3:46])=[O:43])([O:44][C:45]([CH3:48])([CH3:47])[CH3:46])=[O:43]. The catalyst class is: 33. (4) Reactant: Cl.[NH2:2][CH2:3][C:4]([C:6]1[CH:11]=[CH:10][CH:9]=[CH:8][CH:7]=1)=[O:5].[Cl:12][C:13]1[CH:18]=[CH:17][C:16]([S:19](Cl)(=[O:21])=[O:20])=[CH:15][CH:14]=1.CCN(CC)CC.O. Product: [Cl:12][C:13]1[CH:18]=[CH:17][C:16]([S:19]([NH:2][CH2:3][C:4](=[O:5])[C:6]2[CH:11]=[CH:10][CH:9]=[CH:8][CH:7]=2)(=[O:21])=[O:20])=[CH:15][CH:14]=1. The catalyst class is: 3.